Task: Predict the reactants needed to synthesize the given product.. Dataset: Full USPTO retrosynthesis dataset with 1.9M reactions from patents (1976-2016) (1) Given the product [CH:1]1([N:5]2[CH2:6][CH2:7][CH:8]([N:11]3[CH2:20][CH2:19][C:18]4[C:13](=[CH:14][CH:15]=[C:16]([O:21][CH2:30][C:31]5[CH:40]=[CH:39][C:34]([C:35]([O:37][CH3:38])=[O:36])=[CH:33][CH:32]=5)[CH:17]=4)[C:12]3=[O:22])[CH2:9][CH2:10]2)[CH2:2][CH2:3][CH2:4]1, predict the reactants needed to synthesize it. The reactants are: [CH:1]1([N:5]2[CH2:10][CH2:9][CH:8]([N:11]3[CH2:20][CH2:19][C:18]4[C:13](=[CH:14][CH:15]=[C:16]([OH:21])[CH:17]=4)[C:12]3=[O:22])[CH2:7][CH2:6]2)[CH2:4][CH2:3][CH2:2]1.C(=O)([O-])[O-].[Cs+].[Cs+].Br[CH2:30][C:31]1[CH:40]=[CH:39][C:34]([C:35]([O:37][CH3:38])=[O:36])=[CH:33][CH:32]=1. (2) The reactants are: C(OC([N:8]1[CH2:13][CH2:12][CH:11]([NH:14][C:15]2[C:16]([CH3:25])=[N:17][C:18]([NH:21][C:22](=[O:24])[CH3:23])=[CH:19][CH:20]=2)[CH2:10][CH2:9]1)=O)(C)(C)C.[ClH:26]. Given the product [ClH:26].[ClH:26].[CH3:25][C:16]1[N:17]=[C:18]([NH:21][C:22](=[O:24])[CH3:23])[CH:19]=[CH:20][C:15]=1[NH:14][CH:11]1[CH2:12][CH2:13][NH:8][CH2:9][CH2:10]1, predict the reactants needed to synthesize it. (3) The reactants are: COC1C=CC(C[NH:8][C:9]2[N:14]=[C:13]([O:15][C:16]3[C:25]4[C:20](=[CH:21][CH:22]=[CH:23][CH:24]=4)[C:19]([NH:26]C(=O)OC(C)(C)C)=[CH:18][CH:17]=3)[CH:12]=[CH:11][N:10]=2)=CC=1. Given the product [NH2:26][C:19]1[C:20]2[C:25](=[CH:24][CH:23]=[CH:22][CH:21]=2)[C:16]([O:15][C:13]2[CH:12]=[CH:11][N:10]=[C:9]([NH2:8])[N:14]=2)=[CH:17][CH:18]=1, predict the reactants needed to synthesize it. (4) Given the product [N:2]1([C:6]([C:8]2[CH:41]=[CH:40][C:11]([O:12][C:13]3[CH:14]=[C:15]([CH:25]=[C:26]([O:28][C@@H:29]([CH3:39])[CH2:30][OH:31])[CH:27]=3)[C:16]([NH:18][C:19]3[S:23][N:22]=[C:21]([CH3:24])[N:20]=3)=[O:17])=[C:10]([F:42])[CH:9]=2)=[O:7])[CH2:3][CH2:4][CH2:5]1, predict the reactants needed to synthesize it. The reactants are: Cl.[N:2]1([C:6]([C:8]2[CH:41]=[CH:40][C:11]([O:12][C:13]3[CH:14]=[C:15]([CH:25]=[C:26]([O:28][C@@H:29]([CH3:39])[CH2:30][O:31][Si](C(C)(C)C)(C)C)[CH:27]=3)[C:16]([NH:18][C:19]3[S:23][N:22]=[C:21]([CH3:24])[N:20]=3)=[O:17])=[C:10]([F:42])[CH:9]=2)=[O:7])[CH2:5][CH2:4][CH2:3]1.C(=O)(O)[O-].[Na+]. (5) Given the product [ClH:1].[ClH:1].[CH3:48][NH:47][C@@H:43]1[CH2:44][CH2:45][CH2:46][N:41]([CH2:39][CH:38]([C:32]2([OH:31])[CH2:33][CH2:34][CH2:35][CH2:36][CH2:37]2)[C:55]2[CH:60]=[CH:59][CH:58]=[C:57]([O:61][C:62]([F:63])([F:64])[F:65])[CH:56]=2)[CH2:42]1, predict the reactants needed to synthesize it. The reactants are: [ClH:1].Cl.CN[C@@H]1CCCN(C2CCCCC2(C(C2C=CC=C(OC(F)(F)F)C=2)C)O)C1.[OH:31][C:32]1([CH:38]([C:55]2[CH:60]=[CH:59][CH:58]=[C:57]([O:61][C:62]([F:65])([F:64])[F:63])[CH:56]=2)[C:39]([N:41]2[CH2:46][CH2:45][CH2:44][C@@H:43]([NH:47][C:48](=O)OC(C)(C)C)[CH2:42]2)=O)[CH2:37][CH2:36][CH2:35][CH2:34][CH2:33]1. (6) Given the product [F:18][C:19]1[C:20]([CH2:31][N:32]([CH3:40])[C:33](=[O:39])[O:34][C:35]([CH3:36])([CH3:37])[CH3:38])=[CH:21][N:22]([S:47]([C:46]2[CH:45]=[CH:44][O:43][C:42]=2[CH3:41])(=[O:49])=[O:48])[C:23]=1[C:24]1[C:25]([F:30])=[N:26][CH:27]=[CH:28][CH:29]=1, predict the reactants needed to synthesize it. The reactants are: [H-].[Na+].C1OCCOCCOCCOCCOC1.[F:18][C:19]1[C:20]([CH2:31][N:32]([CH3:40])[C:33](=[O:39])[O:34][C:35]([CH3:38])([CH3:37])[CH3:36])=[CH:21][NH:22][C:23]=1[C:24]1[C:25]([F:30])=[N:26][CH:27]=[CH:28][CH:29]=1.[CH3:41][C:42]1[O:43][CH:44]=[CH:45][C:46]=1[S:47](Cl)(=[O:49])=[O:48].